From a dataset of Forward reaction prediction with 1.9M reactions from USPTO patents (1976-2016). Predict the product of the given reaction. Given the reactants [Br:1][C:2]1[CH:3]=[C:4]([CH:7]=[C:8]([O:11][CH3:12])[C:9]=1[OH:10])[CH:5]=[O:6].C(=O)([O-])[O-].[Cs+].[Cs+].Br[CH2:20][CH3:21].O, predict the reaction product. The product is: [Br:1][C:2]1[CH:3]=[C:4]([CH:7]=[C:8]([O:11][CH3:12])[C:9]=1[O:10][CH2:20][CH3:21])[CH:5]=[O:6].